The task is: Binary Classification. Given a T-cell receptor sequence (or CDR3 region) and an epitope sequence, predict whether binding occurs between them.. This data is from TCR-epitope binding with 47,182 pairs between 192 epitopes and 23,139 TCRs. (1) The epitope is LLDFVRFMGV. The TCR CDR3 sequence is CASSQARGDTEAFF. Result: 0 (the TCR does not bind to the epitope). (2) The epitope is FTISVTTEIL. The TCR CDR3 sequence is CASSQDPTSPEQYF. Result: 1 (the TCR binds to the epitope). (3) The epitope is ARMILMTHF. The TCR CDR3 sequence is CASSDSIREQFF. Result: 0 (the TCR does not bind to the epitope). (4) The epitope is TPRVTGGGAM. The TCR CDR3 sequence is CASSSRQGNLIDEQYF. Result: 1 (the TCR binds to the epitope). (5) The epitope is RLRAEAQVK. The TCR CDR3 sequence is CASSQDWLAGMRETQYF. Result: 0 (the TCR does not bind to the epitope). (6) The epitope is LPPIVAKEI. The TCR CDR3 sequence is CASSLGTSTYNEQFF. Result: 0 (the TCR does not bind to the epitope). (7) The epitope is RQLLFVVEV. The TCR CDR3 sequence is CASSATGATEAFF. Result: 1 (the TCR binds to the epitope).